From a dataset of Forward reaction prediction with 1.9M reactions from USPTO patents (1976-2016). Predict the product of the given reaction. (1) Given the reactants [CH:1]1[C:10]2[C:5](=[CH:6][CH:7]=[CH:8][CH:9]=2)[CH:4]=[CH:3][C:2]=1[S:11]([N:14]1[CH2:19][CH:18]2[CH:16]([CH:17]2[NH:20][C:21]2[N:26]=[CH:25][C:24]([C:27](O)=[O:28])=[CH:23][N:22]=2)[CH2:15]1)(=[O:13])=[O:12].CCN=C=NCCCN(C)C.Cl.C1C=CC2N(O)N=NC=2C=1.[O:52]1[CH2:57][CH2:56][CH2:55][CH2:54][CH:53]1[O:58][NH2:59], predict the reaction product. The product is: [O:52]1[CH2:57][CH2:56][CH2:55][CH2:54][CH:53]1[O:58][NH:59][C:27]([C:24]1[CH:23]=[N:22][C:21]([NH:20][CH:17]2[CH:16]3[CH:18]2[CH2:19][N:14]([S:11]([C:2]2[CH:3]=[CH:4][C:5]4[C:10](=[CH:9][CH:8]=[CH:7][CH:6]=4)[CH:1]=2)(=[O:12])=[O:13])[CH2:15]3)=[N:26][CH:25]=1)=[O:28]. (2) Given the reactants [CH3:1][O:2][C:3]([NH:5][C@@H:6]([CH:10]([CH3:12])[CH3:11])[C:7](O)=[O:8])=[O:4].CN(C(ON1N=NC2C=CC=NC1=2)=[N+](C)C)C.F[P-](F)(F)(F)(F)F.[Br:37][C:38]1[CH:53]=[CH:52][C:41]2[NH:42][C:43]([C@@H:45]3[CH2:49][C:48]([F:51])([F:50])[CH2:47][NH:46]3)=[N:44][C:40]=2[CH:39]=1.C(Cl)Cl, predict the reaction product. The product is: [Br:37][C:38]1[CH:53]=[CH:52][C:41]2[NH:42][C:43]([C@@H:45]3[CH2:49][C:48]([F:51])([F:50])[CH2:47][N:46]3[C:7](=[O:8])[C@@H:6]([NH:5][C:3](=[O:4])[O:2][CH3:1])[CH:10]([CH3:12])[CH3:11])=[N:44][C:40]=2[CH:39]=1. (3) Given the reactants [NH:1]1[CH:5]=[CH:4][N:3]=[CH:2]1.[H-].[Na+].I[CH2:9][CH2:10][CH2:11][Si:12]([O:17][CH3:18])([O:15][CH3:16])[O:13][CH3:14].ClCCl, predict the reaction product. The product is: [CH3:14][O:13][Si:12]([CH2:11][CH2:10][CH2:9][C:2]1[NH:1][CH:5]=[CH:4][N:3]=1)([O:17][CH3:18])[O:15][CH3:16]. (4) Given the reactants [C:1](=[O:13])([S:11][CH3:12])[O:2][CH:3]([O:5][C:6](=[O:10])[CH:7]([CH3:9])[CH3:8])C.ClC(OCCl)=O.[CH:20]1(C(O)=O)[CH2:25]CCC[CH2:21]1, predict the reaction product. The product is: [C:1](=[O:13])([S:11][CH3:12])[O:2][CH2:3][O:5][C:6]([CH:7]1[CH2:9][CH2:25][CH2:20][CH2:21][CH2:8]1)=[O:10].